From a dataset of Catalyst prediction with 721,799 reactions and 888 catalyst types from USPTO. Predict which catalyst facilitates the given reaction. (1) Reactant: C1(S([N:10]2[C:18]3[C:13](=[CH:14][C:15]([Cl:19])=[CH:16][CH:17]=3)[CH:12]=[C:11]2[S:20]([N:23]2[CH2:28][CH2:27][N:26]([C:29]([O:31][C:32]([CH3:35])([CH3:34])[CH3:33])=[O:30])[CH:25]([CH2:36][CH2:37][O:38][Si](C(C)(C)C)(C3C=CC=CC=3)C3C=CC=CC=3)[CH2:24]2)(=[O:22])=[O:21])(=O)=O)C=CC=CC=1.[F-].C([N+](CCCC)(CCCC)CCCC)CCC. The catalyst class is: 7. Product: [C:32]([O:31][C:29]([N:26]1[CH2:27][CH2:28][N:23]([S:20]([C:11]2[NH:10][C:18]3[C:13]([CH:12]=2)=[CH:14][C:15]([Cl:19])=[CH:16][CH:17]=3)(=[O:22])=[O:21])[CH2:24][CH:25]1[CH2:36][CH2:37][OH:38])=[O:30])([CH3:35])([CH3:34])[CH3:33]. (2) Reactant: [CH3:1][C:2]1[CH:7]=[C:6]([CH3:8])[N:5]2[N:9]=[C:10]([CH:12]=[CH:13][C:14]3[N:18]([CH2:19][C:20]([F:23])([F:22])[F:21])[N:17]=[C:16]([N:24]4[CH2:28][CH2:27][CH2:26][CH2:25]4)[N:15]=3)[N:11]=[C:4]2[N:3]=1. Product: [CH3:1][C:2]1[CH:7]=[C:6]([CH3:8])[N:5]2[N:9]=[C:10]([CH2:12][CH2:13][C:14]3[N:18]([CH2:19][C:20]([F:23])([F:21])[F:22])[N:17]=[C:16]([N:24]4[CH2:25][CH2:26][CH2:27][CH2:28]4)[N:15]=3)[N:11]=[C:4]2[N:3]=1. The catalyst class is: 43.